From a dataset of Forward reaction prediction with 1.9M reactions from USPTO patents (1976-2016). Predict the product of the given reaction. (1) Given the reactants [CH3:1][N:2]([CH3:43])[CH2:3][CH2:4][NH:5][C:6]([C@@H:8]([NH:20][C:21]([C:23]1[CH:42]=[CH:41][C:26]2[N:27]([CH:35]3[CH2:40][CH2:39][CH2:38][CH2:37][CH2:36]3)[C:28]([C:30]3[CH:34]=[CH:33][O:32][CH:31]=3)=[N:29][C:25]=2[CH:24]=1)=[O:22])[CH2:9][C:10]1[C:18]2[C:13](=[CH:14][CH:15]=[C:16]([OH:19])[CH:17]=2)[NH:12][CH:11]=1)=[O:7].NCCN1C[CH2:51][O:50][CH2:49]C1, predict the reaction product. The product is: [OH:19][C:16]1[CH:17]=[C:18]2[C:13](=[CH:14][CH:15]=1)[NH:12][CH:11]=[C:10]2[CH2:9][C@H:8]([NH:20][C:21]([C:23]1[CH:42]=[CH:41][C:26]2[N:27]([CH:35]3[CH2:36][CH2:37][CH2:38][CH2:39][CH2:40]3)[C:28]([C:30]3[CH:34]=[CH:33][O:32][CH:31]=3)=[N:29][C:25]=2[CH:24]=1)=[O:22])[C:6](=[O:7])[NH:5][CH2:4][CH2:3][N:2]1[CH2:1][CH2:51][O:50][CH2:49][CH2:43]1. (2) Given the reactants [OH:1][C:2]1[CH:3]=[C:4]([CH2:8][C:9]([OH:11])=[O:10])[CH:5]=[CH:6][CH:7]=1.C(=O)([O-])[O-].[K+].[K+].[CH2:18](Br)[C:19]1[CH:24]=[CH:23][CH:22]=[CH:21][CH:20]=1, predict the reaction product. The product is: [C:19]1([CH2:18][O:1][C:2]2[CH:3]=[C:4]([CH2:8][C:9]([O:11][CH2:8][C:4]3[CH:5]=[CH:6][CH:7]=[CH:2][CH:3]=3)=[O:10])[CH:5]=[CH:6][CH:7]=2)[CH:24]=[CH:23][CH:22]=[CH:21][CH:20]=1. (3) The product is: [CH2:21]([CH:6]1[CH2:15][CH2:14][C:13]2[C:8](=[CH:9][C:10]([F:19])=[C:11]([O:17][CH3:18])[C:12]=2[Cl:16])[C:7]1=[O:20])[CH2:22][CH2:23][CH3:24]. Given the reactants C(OC([C:6]1([CH2:21][CH2:22][CH2:23][CH3:24])[CH2:15][CH2:14][C:13]2[C:8](=[CH:9][C:10]([F:19])=[C:11]([O:17][CH3:18])[C:12]=2[Cl:16])[C:7]1=[O:20])=O)C.Cl, predict the reaction product. (4) Given the reactants [C:1]1([C:7]([C:9]2[NH:17][C:12]3=[CH:13][N:14]=[CH:15][CH:16]=[C:11]3[CH:10]=2)=O)[CH:6]=[CH:5][CH:4]=[CH:3][CH:2]=1.[C:18]([O:22][C:23](=[O:30])[N:24]([CH2:26][CH2:27][O:28][NH2:29])[CH3:25])([CH3:21])([CH3:20])[CH3:19].Cl, predict the reaction product. The product is: [CH3:25][N:24]([CH2:26][CH2:27][O:28][N:29]=[C:7]([C:1]1[CH:6]=[CH:5][CH:4]=[CH:3][CH:2]=1)[C:9]1[NH:17][C:12]2=[CH:13][N:14]=[CH:15][CH:16]=[C:11]2[CH:10]=1)[C:23](=[O:30])[O:22][C:18]([CH3:21])([CH3:19])[CH3:20]. (5) Given the reactants [OH:1][C:2]1[CH:10]=[CH:9][C:5]([C:6]([OH:8])=[O:7])=[CH:4][CH:3]=1.[C:11](OC(=O)C)(=[O:13])[CH3:12], predict the reaction product. The product is: [C:11]([O:1][C:2]1[CH:10]=[CH:9][C:5]([C:6]([OH:8])=[O:7])=[CH:4][CH:3]=1)(=[O:13])[CH3:12]. (6) Given the reactants [Br:1][C:2]1[CH:10]=[C:9]([F:11])[C:5]([C:6](O)=[O:7])=[C:4]([F:12])[CH:3]=1.CO, predict the reaction product. The product is: [Br:1][C:2]1[CH:3]=[C:4]([F:12])[C:5]([CH2:6][OH:7])=[C:9]([F:11])[CH:10]=1. (7) The product is: [NH:15]1[CH2:16][CH2:17][CH:12]([O:10][C:5]2[CH:6]=[CH:7][CH:8]=[C:9]3[C:4]=2[CH:3]=[N:2][NH:1]3)[CH2:13][CH2:14]1. Given the reactants [NH:1]1[C:9]2[CH:8]=[CH:7][CH:6]=[C:5]([OH:10])[C:4]=2[CH:3]=[N:2]1.O[CH:12]1[CH2:17][CH2:16][N:15](C(OC(C)(C)C)=O)[CH2:14][CH2:13]1.C1(P(C2C=CC=CC=2)C2C=CC=CC=2)C=CC=CC=1.N(C(OCC1C=CC=CC=1)=O)=NC(OCC1C=CC=CC=1)=O.ClCCl.Cl.O1CCOCC1, predict the reaction product. (8) Given the reactants [NH2:1][C@@H:2]([C:9]1[CH:14]=[CH:13][CH:12]=[CH:11][CH:10]=1)[CH2:3][C:4]([O:6][CH2:7][CH3:8])=[O:5].CCN(C(C)C)C(C)C.Cl[C:25]1[NH:30][C:29](=[O:31])[N:28]([CH:32]([CH3:34])[CH3:33])[C:27](=[O:35])[CH:26]=1, predict the reaction product. The product is: [CH:32]([N:28]1[C:27](=[O:35])[CH:26]=[C:25]([NH:1][C@@H:2]([C:9]2[CH:14]=[CH:13][CH:12]=[CH:11][CH:10]=2)[CH2:3][C:4]([O:6][CH2:7][CH3:8])=[O:5])[NH:30][C:29]1=[O:31])([CH3:34])[CH3:33]. (9) Given the reactants [CH3:1][NH:2][NH:3][C:4]([C:6]1[C:11]([CH3:12])=[CH:10][CH:9]=[CH:8][N:7]=1)=[NH:5].[CH3:13][O:14][C:15]1[CH:16]=[CH:17][C:18]([OH:23])=[C:19]([CH:22]=1)[CH:20]=O, predict the reaction product. The product is: [CH3:13][O:14][C:15]1[CH:16]=[CH:17][C:18]([OH:23])=[C:19]([C:20]2[N:2]([CH3:1])[N:3]=[C:4]([C:6]3[C:11]([CH3:12])=[CH:10][CH:9]=[CH:8][N:7]=3)[N:5]=2)[CH:22]=1. (10) Given the reactants Cl[C:2]1N=C(Cl)C=C[C:3]=1C(N)=O.CC1(C)C(C)(C)OB(C2CCN(C(OC(C)(C)C)=O)CC=2)O1.[C:34]([C:37]1[CH:38]=[CH:39][C:40]([C:57]2[CH2:62][CH2:61][N:60]([C:63](OC(C)(C)C)=[O:64])[CH2:59][CH:58]=2)=[N:41][C:42]=1[NH:43][C:44]1[CH:49]=[CH:48][C:47]([CH2:50][CH2:51][N:52]2[CH2:56][CH2:55][CH2:54][CH2:53]2)=[CH:46][CH:45]=1)(=[O:36])[NH2:35], predict the reaction product. The product is: [C:63]([N:60]1[CH2:61][CH2:62][CH:57]([C:40]2[CH:39]=[CH:38][C:37]([C:34]([NH2:35])=[O:36])=[C:42]([NH:43][C:44]3[CH:45]=[CH:46][C:47]([CH2:50][CH2:51][N:52]4[CH2:53][CH2:54][CH2:55][CH2:56]4)=[CH:48][CH:49]=3)[N:41]=2)[CH2:58][CH2:59]1)(=[O:64])[CH:2]=[CH2:3].